From a dataset of Catalyst prediction with 721,799 reactions and 888 catalyst types from USPTO. Predict which catalyst facilitates the given reaction. (1) Reactant: [NH2:1][C:2]1[CH:7]=[C:6](Cl)[N:5]=[C:4]([C:9]#[N:10])[C:3]=1[N+:11]([O-:13])=[O:12].[F:14][C:15]([F:26])([F:25])[C:16]1[CH:17]=[C:18](B(O)O)[CH:19]=[CH:20][CH:21]=1.C(=O)([O-])[O-].[K+].[K+]. Product: [NH2:1][C:2]1[CH:7]=[C:6]([C:20]2[CH:19]=[CH:18][CH:17]=[C:16]([C:15]([F:26])([F:25])[F:14])[CH:21]=2)[N:5]=[C:4]([C:9]#[N:10])[C:3]=1[N+:11]([O-:13])=[O:12]. The catalyst class is: 1. (2) The catalyst class is: 79. Product: [CH3:18][S:19]([O:1][CH2:2][CH:3]1[CH2:5][CH:4]1[C:6]([O:8][CH2:9][CH3:10])=[O:7])(=[O:21])=[O:20]. Reactant: [OH:1][CH2:2][CH:3]1[CH2:5][CH:4]1[C:6]([O:8][CH2:9][CH3:10])=[O:7].CCN(CC)CC.[CH3:18][S:19](Cl)(=[O:21])=[O:20]. (3) Reactant: C([O-])=O.[NH4+].[NH2:5][C:6]([C:8]1[CH:13]=[CH:12][C:11]([NH:14][C:15]([CH:17]2[CH2:22][CH2:21][CH2:20][N:19](CC3C=CC=CC=3)[CH2:18]2)=[O:16])=[CH:10][CH:9]=1)=[O:7]. Product: [NH2:5][C:6]([C:8]1[CH:13]=[CH:12][C:11]([NH:14][C:15]([CH:17]2[CH2:22][CH2:21][CH2:20][NH:19][CH2:18]2)=[O:16])=[CH:10][CH:9]=1)=[O:7]. The catalyst class is: 29. (4) Reactant: COC1C=CC(P2(SP(C3C=CC(OC)=CC=3)(=S)S2)=[S:10])=CC=1.O=[C:24]1[C@H:30]([NH:31][C:32](=[O:41])[O:33][CH2:34][C:35]2[CH:40]=[CH:39][CH:38]=[CH:37][CH:36]=2)[CH2:29][CH2:28][C:27]2[CH:42]=[CH:43][CH:44]=[CH:45][C:26]=2[NH:25]1.CCOCC. Product: [S:10]=[C:24]1[C@H:30]([NH:31][C:32](=[O:41])[O:33][CH2:34][C:35]2[CH:40]=[CH:39][CH:38]=[CH:37][CH:36]=2)[CH2:29][CH2:28][C:27]2[CH:42]=[CH:43][CH:44]=[CH:45][C:26]=2[NH:25]1. The catalyst class is: 7.